This data is from Full USPTO retrosynthesis dataset with 1.9M reactions from patents (1976-2016). The task is: Predict the reactants needed to synthesize the given product. Given the product [C:8]([O:12][C:13]([C:15]1[C:23]2[C:18](=[CH:19][CH:20]=[CH:21][CH:22]=2)[N:17]([CH2:24][C:25](=[O:42])[CH2:26][O:27][C:28]2[CH:33]=[CH:32][C:31]([CH2:34][CH2:35][CH2:36][CH2:37][CH2:38][CH2:39][CH2:40][CH3:41])=[CH:30][CH:29]=2)[CH:16]=1)=[O:14])([CH3:11])([CH3:10])[CH3:9], predict the reactants needed to synthesize it. The reactants are: C(OC(=O)C)(=O)C.[C:8]([O:12][C:13]([C:15]1[C:23]2[C:18](=[CH:19][CH:20]=[CH:21][CH:22]=2)[N:17]([CH2:24][CH:25]([OH:42])[CH2:26][O:27][C:28]2[CH:33]=[CH:32][C:31]([CH2:34][CH2:35][CH2:36][CH2:37][CH2:38][CH2:39][CH2:40][CH3:41])=[CH:30][CH:29]=2)[CH:16]=1)=[O:14])([CH3:11])([CH3:10])[CH3:9].C(=O)([O-])O.[Na+].[Na+].[Cl-].